This data is from Forward reaction prediction with 1.9M reactions from USPTO patents (1976-2016). The task is: Predict the product of the given reaction. Given the reactants [NH2:1][C:2]1[CH:9]=[CH:8][C:7]([S:10]([C:13]2[CH:18]=[CH:17][CH:16]=[CH:15][CH:14]=2)(=[O:12])=[O:11])=[CH:6][C:3]=1[C:4]#[N:5].[N:19]([O-])=O.[Na+].Cl[Sn]Cl, predict the reaction product. The product is: [C:13]1([S:10]([C:7]2[CH:6]=[C:3]3[C:2](=[CH:9][CH:8]=2)[NH:1][N:5]=[C:4]3[NH2:19])(=[O:12])=[O:11])[CH:14]=[CH:15][CH:16]=[CH:17][CH:18]=1.